Dataset: Reaction yield outcomes from USPTO patents with 853,638 reactions. Task: Predict the reaction yield, written as a fraction of the theoretical maximum amount of product (1.0 means a 100% yield; for example, 0.34 means a 34% yield). (1) The reactants are Cl[C:2]1[N:7]=[C:6]([NH:8][C:9]2[CH:10]=[N:11][C:12]([O:15][CH3:16])=[CH:13][CH:14]=2)[C:5]([I:17])=[CH:4][N:3]=1.[CH:18]1([NH2:23])[CH2:22][CH2:21][CH2:20][CH2:19]1. The catalyst is C(O)C. The yield is 0.920. The product is [CH:18]1([NH:23][C:2]2[N:7]=[C:6]([NH:8][C:9]3[CH:10]=[N:11][C:12]([O:15][CH3:16])=[CH:13][CH:14]=3)[C:5]([I:17])=[CH:4][N:3]=2)[CH2:22][CH2:21][CH2:20][CH2:19]1. (2) The reactants are [NH2:1][C@@H:2]([CH2:23][C:24]1[CH:29]=[CH:28][CH:27]=[CH:26][CH:25]=1)[C@H:3]([OH:22])[CH2:4][N:5]([O:17][CH:18]([CH2:20][CH3:21])[CH3:19])[S:6]([C:9]1[CH:14]=[CH:13][C:12]([O:15][CH3:16])=[CH:11][CH:10]=1)(=[O:8])=[O:7].[OH:30][C:31]1[C:32]([CH3:40])=[C:33]([CH:37]=[CH:38][CH:39]=1)C(O)=O.O.ON1C2C=CC=CC=2N=N1.Cl.CN(C)CCCN=C=NCC.C(N(C(C)C)CC)(C)C. The catalyst is CN(C)C=O. The product is [CH:18]([O:17][N:5]([CH2:4][C@@H:3]([OH:22])[C@@H:2]([NH:1][C:33]1[CH:37]=[CH:38][CH:39]=[C:31]([OH:30])[C:32]=1[CH3:40])[CH2:23][C:24]1[CH:25]=[CH:26][CH:27]=[CH:28][CH:29]=1)[S:6]([C:9]1[CH:10]=[CH:11][C:12]([O:15][CH3:16])=[CH:13][CH:14]=1)(=[O:7])=[O:8])([CH2:20][CH3:21])[CH3:19]. The yield is 0.300. (3) No catalyst specified. The product is [F:21][C:18]1[CH:17]=[CH:16][C:15]([C:12]2[O:13][CH:14]=[C:10]([CH:9]([O:8][CH3:7])[C:5]#[N:6])[N:11]=2)=[CH:20][CH:19]=1. The reactants are C[Si]([C:5]#[N:6])(C)C.[CH3:7][O:8][CH:9](OC)[C:10]1[N:11]=[C:12]([C:15]2[CH:20]=[CH:19][C:18]([F:21])=[CH:17][CH:16]=2)[O:13][CH:14]=1.B(F)(F)F.CCOCC. The yield is 0.160. (4) The reactants are [Na+].[CH2:2]([O:4][C:5](=[O:14])[CH2:6][CH2:7][C:8]([CH3:13])([CH3:12])[C:9]([O-])=[O:10])[CH3:3].C(OC(Cl)=O)(C)C.[BH4-].[Na+].[Cl-].[NH4+]. The catalyst is C1COCC1.CN(C=O)C.C(OCC)(=O)C.CO. The product is [OH:10][CH2:9][C:8]([CH3:12])([CH3:13])[CH2:7][CH2:6][C:5]([O:4][CH2:2][CH3:3])=[O:14]. The yield is 0.750. (5) The reactants are Cl[C:2]1[CH:3]=[C:4]([C:9]2[N:13]3[C:14]4[N:22]=[C:21]([O:23][CH3:24])[CH:20]=[CH:19][C:15]=4[N:16]=[C:17]([CH3:18])[C:12]3=[C:11]([CH3:25])[N:10]=2)[CH:5]=C(Cl)C=1.[S:26]1C=CC(B(O)O)=C1.C([O-])([O-])=O.[K+].[K+]. The catalyst is C1C=CC([P]([Pd]([P](C2C=CC=CC=2)(C2C=CC=CC=2)C2C=CC=CC=2)([P](C2C=CC=CC=2)(C2C=CC=CC=2)C2C=CC=CC=2)[P](C2C=CC=CC=2)(C2C=CC=CC=2)C2C=CC=CC=2)(C2C=CC=CC=2)C2C=CC=CC=2)=CC=1. The product is [CH3:24][O:23][C:21]1[CH:20]=[CH:19][C:15]2[N:16]=[C:17]([CH3:18])[C:12]3[N:13]([C:9]([C:4]4[CH:3]=[CH:2][S:26][CH:5]=4)=[N:10][C:11]=3[CH3:25])[C:14]=2[N:22]=1. The yield is 0.750. (6) The reactants are I[C:2]1[S:10][C:5]2=[CH:6][N:7]=[CH:8][CH:9]=[C:4]2[C:3]=1[NH:11][C:12](=[O:18])[O:13][C:14]([CH3:17])([CH3:16])[CH3:15].[CH3:19][O:20][C:21]1[CH:26]=[CH:25][C:24](B(O)O)=[CH:23][CH:22]=1.C([O-])([O-])=O.[K+].[K+]. The catalyst is C(#N)C.O.C1C=CC([P]([Pd]([P](C2C=CC=CC=2)(C2C=CC=CC=2)C2C=CC=CC=2)([P](C2C=CC=CC=2)(C2C=CC=CC=2)C2C=CC=CC=2)[P](C2C=CC=CC=2)(C2C=CC=CC=2)C2C=CC=CC=2)(C2C=CC=CC=2)C2C=CC=CC=2)=CC=1. The product is [CH3:19][O:20][C:21]1[CH:26]=[CH:25][C:24]([C:2]2[S:10][C:5]3=[CH:6][N:7]=[CH:8][CH:9]=[C:4]3[C:3]=2[NH:11][C:12](=[O:18])[O:13][C:14]([CH3:17])([CH3:16])[CH3:15])=[CH:23][CH:22]=1. The yield is 1.00.